Predict the product of the given reaction. From a dataset of Forward reaction prediction with 1.9M reactions from USPTO patents (1976-2016). The product is: [Cl:33][C:29]1[C:28]([F:34])=[C:27]([C@@H:8]2[C@:9]([C:19]3[CH:24]=[CH:23][C:22]([Cl:25])=[CH:21][C:20]=3[F:26])([C:17]#[N:18])[C@H:10]([CH2:12][C:13]([CH3:14])([CH3:15])[CH3:16])[CH2:11][N:7]2[C:5](=[O:6])[CH2:4][C:3]([OH:35])=[O:2])[CH:32]=[CH:31][CH:30]=1. Given the reactants C[O:2][C:3](=[O:35])[CH2:4][C:5]([N:7]1[CH2:11][C@@H:10]([CH2:12][C:13]([CH3:16])([CH3:15])[CH3:14])[C@@:9]([C:19]2[CH:24]=[CH:23][C:22]([Cl:25])=[CH:21][C:20]=2[F:26])([C:17]#[N:18])[C@H:8]1[C:27]1[CH:32]=[CH:31][CH:30]=[C:29]([Cl:33])[C:28]=1[F:34])=[O:6].[Li+].[OH-], predict the reaction product.